This data is from Catalyst prediction with 721,799 reactions and 888 catalyst types from USPTO. The task is: Predict which catalyst facilitates the given reaction. (1) Reactant: [Cl:1][C:2]1[S:6][C:5]([C:7](=O)[CH:8]([O:17][C:18]([O:20]C2C=CC=CC=2)=O)[CH2:9][CH2:10][CH2:11][C:12]([O:14][CH2:15][CH3:16])=[O:13])=[CH:4][CH:3]=1.C([O-])(=O)C.[NH4+:32].C(O)(=O)C. The catalyst class is: 6. Product: [Cl:1][C:2]1[S:6][C:5]([C:7]2[NH:32][C:18](=[O:20])[O:17][C:8]=2[CH2:9][CH2:10][CH2:11][C:12]([O:14][CH2:15][CH3:16])=[O:13])=[CH:4][CH:3]=1. (2) Reactant: C(O[CH:4](OCC)[CH2:5][O:6][C:7]1[CH:12]=[CH:11][C:10]([C:13](=[O:15])[CH3:14])=[CH:9][CH:8]=1)C.O. Product: [O:6]1[C:7]2[CH:12]=[CH:11][C:10]([C:13](=[O:15])[CH3:14])=[CH:9][C:8]=2[CH:4]=[CH:5]1. The catalyst class is: 11. (3) Reactant: [CH3:1][CH:2]([O:4][C:5]1[CH:12]=[CH:11][C:10]([C:13]2[O:17][N:16]=[C:15]([C:18]3[CH:27]=[CH:26][CH:25]=[C:24]4[C:19]=3[CH2:20][CH2:21][NH:22][CH2:23]4)[N:14]=2)=[CH:9][C:6]=1[C:7]#[N:8])[CH3:3].Br[CH2:29][CH2:30][C:31]([O:33][CH3:34])=[O:32].C([O-])([O-])=O.[Cs+].[Cs+]. Product: [CH:31]([OH:33])=[O:32].[C:7]([C:6]1[CH:9]=[C:10]([C:13]2[O:17][N:16]=[C:15]([C:18]3[CH:27]=[CH:26][CH:25]=[C:24]4[C:19]=3[CH2:20][CH2:21][N:22]([CH2:29][CH2:30][C:31]([O:33][CH3:34])=[O:32])[CH2:23]4)[N:14]=2)[CH:11]=[CH:12][C:5]=1[O:4][CH:2]([CH3:1])[CH3:3])#[N:8]. The catalyst class is: 3. (4) Reactant: [CH2:1]([O:8][C:9]([N:11]1[CH2:37][CH2:36][C:14]2([N:18]([C:19]3[CH:24]=[CH:23][CH:22]=[CH:21][CH:20]=3)[CH2:17][N:16]([C@@H:25]([C:29]3[CH:34]=[CH:33][CH:32]=[CH:31][CH:30]=3)[C:26]([OH:28])=[O:27])[C:15]2=[O:35])[CH2:13][CH2:12]1)=[O:10])[C:2]1[CH:7]=[CH:6][CH:5]=[CH:4][CH:3]=1.[C:38](OC(O[C:38]([CH3:41])([CH3:40])[CH3:39])N(C)C)([CH3:41])([CH3:40])[CH3:39]. Product: [C:38]([O:27][C:26](=[O:28])[C@@H:25]([N:16]1[C:15](=[O:35])[C:14]2([CH2:13][CH2:12][N:11]([C:9]([O:8][CH2:1][C:2]3[CH:3]=[CH:4][CH:5]=[CH:6][CH:7]=3)=[O:10])[CH2:37][CH2:36]2)[N:18]([C:19]2[CH:24]=[CH:23][CH:22]=[CH:21][CH:20]=2)[CH2:17]1)[C:29]1[CH:34]=[CH:33][CH:32]=[CH:31][CH:30]=1)([CH3:41])([CH3:40])[CH3:39]. The catalyst class is: 133. (5) Reactant: [C:1]([O:5][C:6]([N:8]1[CH2:13][CH2:12][CH:11]([OH:14])[CH2:10][CH2:9]1)=[O:7])([CH3:4])([CH3:3])[CH3:2].[H-].[Na+].[CH3:17]I.O. Product: [C:1]([O:5][C:6]([N:8]1[CH2:13][CH2:12][CH:11]([O:14][CH3:17])[CH2:10][CH2:9]1)=[O:7])([CH3:4])([CH3:2])[CH3:3]. The catalyst class is: 42.